Dataset: Peptide-MHC class I binding affinity with 185,985 pairs from IEDB/IMGT. Task: Regression. Given a peptide amino acid sequence and an MHC pseudo amino acid sequence, predict their binding affinity value. This is MHC class I binding data. (1) The peptide sequence is QQIGGNYVHL. The MHC is Mamu-A07 with pseudo-sequence Mamu-A07. The binding affinity (normalized) is 0. (2) The peptide sequence is QIGEYTFEK. The MHC is HLA-A31:01 with pseudo-sequence HLA-A31:01. The binding affinity (normalized) is 0.301. (3) The peptide sequence is CCNWLDRCRH. The MHC is HLA-A68:01 with pseudo-sequence HLA-A68:01. The binding affinity (normalized) is 0. (4) The binding affinity (normalized) is 0.0847. The peptide sequence is RQNAAIEAL. The MHC is HLA-A24:03 with pseudo-sequence HLA-A24:03. (5) The peptide sequence is LVIGVAFLA. The MHC is HLA-A02:02 with pseudo-sequence HLA-A02:02. The binding affinity (normalized) is 0.798. (6) The peptide sequence is RTSKAALER. The MHC is HLA-B27:05 with pseudo-sequence HLA-B27:05. The binding affinity (normalized) is 0.282. (7) The peptide sequence is FTFDNSKFV. The MHC is HLA-A69:01 with pseudo-sequence HLA-A69:01. The binding affinity (normalized) is 0.902. (8) The peptide sequence is STELIRRVR. The MHC is HLA-A11:01 with pseudo-sequence HLA-A11:01. The binding affinity (normalized) is 0.552. (9) The peptide sequence is TQFAGVVTV. The MHC is HLA-A02:01 with pseudo-sequence HLA-A02:01. The binding affinity (normalized) is 1.00.